From a dataset of Forward reaction prediction with 1.9M reactions from USPTO patents (1976-2016). Predict the product of the given reaction. Given the reactants [Cl:1][C:2]1[CH:10]=[CH:9][C:8]([OH:11])=[CH:7][C:3]=1[C:4]([OH:6])=O.C(N(CC)CC)C.[CH3:19][C:20]([CH3:25])([CH3:24])[C:21](Cl)=[O:22].Cl.[NH2:27][CH2:28][C:29]1[CH:38]=[CH:37][C:32]([C:33]([O:35][CH3:36])=[O:34])=[CH:31][CH:30]=1, predict the reaction product. The product is: [Cl:1][C:2]1[CH:10]=[CH:9][C:8]([O:11][C:21](=[O:22])[C:20]([CH3:25])([CH3:24])[CH3:19])=[CH:7][C:3]=1[C:4]([NH:27][CH2:28][C:29]1[CH:30]=[CH:31][C:32]([C:33]([O:35][CH3:36])=[O:34])=[CH:37][CH:38]=1)=[O:6].